From a dataset of Forward reaction prediction with 1.9M reactions from USPTO patents (1976-2016). Predict the product of the given reaction. (1) Given the reactants [C:1]([O:5][C:6]([N:8]1[C:16]2[C:11](=[CH:12][C:13]([OH:17])=[CH:14][CH:15]=2)[CH2:10][CH2:9]1)=[O:7])([CH3:4])([CH3:3])[CH3:2].[F:18][C:19]([F:33])([F:32])[C:20]1[CH:25]=[CH:24][C:23]([CH2:26]Cl)=[CH:22][C:21]=1[C:28]([F:31])([F:30])[F:29].C(=O)([O-])[O-].[K+].[K+], predict the reaction product. The product is: [C:1]([O:5][C:6]([N:8]1[C:16]2[C:11](=[CH:12][C:13]([O:17][CH2:26][C:23]3[CH:24]=[CH:25][C:20]([C:19]([F:33])([F:32])[F:18])=[C:21]([C:28]([F:29])([F:30])[F:31])[CH:22]=3)=[CH:14][CH:15]=2)[CH2:10][CH2:9]1)=[O:7])([CH3:4])([CH3:2])[CH3:3]. (2) The product is: [CH2:11]([N:13]1[CH2:18][CH2:17][N:16]([C:2]2[CH:7]=[CH:6][C:5]([N+:8]([O-:10])=[O:9])=[CH:4][CH:3]=2)[CH2:15][CH2:14]1)[CH3:12]. Given the reactants F[C:2]1[CH:7]=[CH:6][C:5]([N+:8]([O-:10])=[O:9])=[CH:4][CH:3]=1.[CH2:11]([N:13]1[CH2:18][CH2:17][NH:16][CH2:15][CH2:14]1)[CH3:12].C(N(CC)C(C)C)(C)C, predict the reaction product. (3) Given the reactants [O:1]1[CH2:4][CH:3]([C:5]2[CH:6]=[C:7]([CH2:11][CH2:12][OH:13])[CH:8]=[CH:9][CH:10]=2)[CH2:2]1.N1C=CC=CC=1.[C:20]1([CH3:30])[CH:25]=[CH:24][C:23]([S:26](Cl)(=[O:28])=[O:27])=[CH:22][CH:21]=1, predict the reaction product. The product is: [O:1]1[CH2:4][CH:3]([C:5]2[CH:6]=[C:7]([CH2:11][CH2:12][O:13][S:26]([C:23]3[CH:24]=[CH:25][C:20]([CH3:30])=[CH:21][CH:22]=3)(=[O:28])=[O:27])[CH:8]=[CH:9][CH:10]=2)[CH2:2]1.